This data is from Peptide-MHC class I binding affinity with 185,985 pairs from IEDB/IMGT. The task is: Regression. Given a peptide amino acid sequence and an MHC pseudo amino acid sequence, predict their binding affinity value. This is MHC class I binding data. (1) The peptide sequence is KPKLKVATL. The MHC is HLA-B58:01 with pseudo-sequence HLA-B58:01. The binding affinity (normalized) is 0.0847. (2) The peptide sequence is KYKLKHIVW. The MHC is HLA-B44:03 with pseudo-sequence HLA-B44:03. The binding affinity (normalized) is 0. (3) The binding affinity (normalized) is 1.00. The MHC is HLA-B40:01 with pseudo-sequence HLA-B40:01. The peptide sequence is MEFIDGISL. (4) The peptide sequence is SCEEGKLCY. The MHC is HLA-A01:01 with pseudo-sequence HLA-A01:01. The binding affinity (normalized) is 0.388. (5) The peptide sequence is LQIPFAMQM. The MHC is HLA-B07:02 with pseudo-sequence HLA-B07:02. The binding affinity (normalized) is 0.0847. (6) The peptide sequence is TDPSHITA. The MHC is Mamu-A11 with pseudo-sequence Mamu-A11. The binding affinity (normalized) is 0.0464.